The task is: Predict the reaction yield, written as a fraction of the theoretical maximum amount of product (1.0 means a 100% yield; for example, 0.34 means a 34% yield).. This data is from Reaction yield outcomes from USPTO patents with 853,638 reactions. The reactants are [CH:1]1([CH2:7][CH2:8][CH2:9][C@@H:10]([C:19]2[O:23][N:22]=[C:21]([CH2:24]OS(C3C=CC(C)=CC=3)(=O)=O)[N:20]=2)[CH2:11][C:12]([O:14][C:15]([CH3:18])([CH3:17])[CH3:16])=[O:13])[CH2:6][CH2:5][CH2:4][CH2:3][CH2:2]1.[NH2:36][C:37]([CH3:41])([CH3:40])[CH2:38][OH:39]. No catalyst specified. The product is [CH:1]1([CH2:7][CH2:8][CH2:9][C@@H:10]([C:19]2[O:23][N:22]=[C:21]([CH2:24][NH:36][C:37]([CH3:41])([CH3:40])[CH2:38][OH:39])[N:20]=2)[CH2:11][C:12]([O:14][C:15]([CH3:16])([CH3:17])[CH3:18])=[O:13])[CH2:6][CH2:5][CH2:4][CH2:3][CH2:2]1. The yield is 0.810.